The task is: Predict the reactants needed to synthesize the given product.. This data is from Full USPTO retrosynthesis dataset with 1.9M reactions from patents (1976-2016). (1) Given the product [NH2:21][CH2:20][CH2:19][O:18][C:17]1[CH:16]=[CH:15][C:14]([C:13]2[CH:8]([NH:7][S:4]([CH:2]([CH3:3])[CH3:1])(=[O:6])=[O:5])[CH2:9][CH2:10][CH2:11][CH:12]=2)=[CH:23][CH:22]=1, predict the reactants needed to synthesize it. The reactants are: [CH3:1][CH:2]([S:4]([NH:7][CH:8]1[C:13]([C:14]2[CH:23]=[CH:22][C:17]([O:18][CH2:19][C:20]#[N:21])=[CH:16][CH:15]=2)=[CH:12][CH2:11][CH2:10][CH2:9]1)(=[O:6])=[O:5])[CH3:3].COCCO[AlH2-]OCCOC.[Na+].O. (2) Given the product [Cl:2][C:3]1[CH:8]=[CH:7][C:6]([C:9]2[N:10]([C:25]3[CH:30]=[CH:29][CH:28]=[CH:27][C:26]=3[Cl:31])[N:11]=[C:12]3[C:17]([N:18]4[CH2:23][CH:22]5[CH2:24][CH:19]4[CH2:20][N:21]5[CH:47]4[CH2:51][CH2:50][CH2:49][CH2:48]4)=[N:16][CH:15]=[N:14][C:13]=23)=[CH:5][CH:4]=1, predict the reactants needed to synthesize it. The reactants are: Cl.[Cl:2][C:3]1[CH:8]=[CH:7][C:6]([C:9]2[N:10]([C:25]3[CH:30]=[CH:29][CH:28]=[CH:27][C:26]=3[Cl:31])[N:11]=[C:12]3[C:17]([N:18]4[CH2:23][CH:22]5[CH2:24][CH:19]4[CH2:20][NH:21]5)=[N:16][CH:15]=[N:14][C:13]=23)=[CH:5][CH:4]=1.[Cl-].C([NH+](CC)CC)C.C(N(CC)CC)C.[C:47]1(=O)[CH2:51][CH2:50][CH2:49][CH2:48]1.[BH4-]. (3) Given the product [ClH:17].[Cl:17][C:18]1[CH:26]=[CH:25][CH:24]=[CH:23][C:19]=1[C:20]([NH:9][C:5]1[CH:6]=[CH:7][CH:8]=[C:3]([N:2]([CH3:1])[CH:10]2[CH2:15][CH2:14][N:13]([CH3:16])[CH2:12][CH2:11]2)[N:4]=1)=[O:21], predict the reactants needed to synthesize it. The reactants are: [CH3:1][N:2]([CH:10]1[CH2:15][CH2:14][N:13]([CH3:16])[CH2:12][CH2:11]1)[C:3]1[CH:8]=[CH:7][CH:6]=[C:5]([NH2:9])[N:4]=1.[Cl:17][C:18]1[CH:26]=[CH:25][CH:24]=[CH:23][C:19]=1[C:20](Cl)=[O:21]. (4) The reactants are: [F:1][C:2]([F:20])([F:19])[C:3]1[CH:8]=[CH:7][C:6]([CH:9]2[C:18]3[C:13](=[CH:14][CH:15]=[CH:16][CH:17]=3)[CH2:12][CH2:11][NH:10]2)=[CH:5][CH:4]=1.CCN(C(C)C)C(C)C.[CH2:30]([N:37]=[C:38]=[O:39])[C:31]1[CH:36]=[CH:35][CH:34]=[CH:33][CH:32]=1. Given the product [CH2:30]([NH:37][C:38]([N:10]1[CH2:11][CH2:12][C:13]2[C:18](=[CH:17][CH:16]=[CH:15][CH:14]=2)[CH:9]1[C:6]1[CH:5]=[CH:4][C:3]([C:2]([F:1])([F:19])[F:20])=[CH:8][CH:7]=1)=[O:39])[C:31]1[CH:36]=[CH:35][CH:34]=[CH:33][CH:32]=1, predict the reactants needed to synthesize it. (5) Given the product [NH2:12][C:9]1[CH:10]=[C:2]([NH2:1])[CH:3]=[CH:4][C:5]=1[C:6]([OH:8])=[O:7], predict the reactants needed to synthesize it. The reactants are: [NH2:1][C:2]1[CH:10]=[CH:9][C:5]([C:6]([OH:8])=[O:7])=[CH:4][C:3]=1O.[N:12]#N.[H][H]. (6) Given the product [NH2:5][C:4]1[C:3]2[C:2](=[CH:9][CH:8]=[CH:7][C:6]=2[CH:10]2[CH2:11][CH2:12]2)[N:1]=[C:14]([CH3:21])[C:15]=1[C:16]([O:18][CH2:19][CH3:20])=[O:17], predict the reactants needed to synthesize it. The reactants are: [NH2:1][C:2]1[CH:9]=[CH:8][CH:7]=[C:6]([CH:10]2[CH2:12][CH2:11]2)[C:3]=1[C:4]#[N:5].O=[C:14]([CH3:21])[CH2:15][C:16]([O:18][CH2:19][CH3:20])=[O:17]. (7) Given the product [Br:1][C:2]1[C:7]([OH:8])=[CH:6][CH:5]=[C:4]([CH2:9][OH:12])[N:3]=1, predict the reactants needed to synthesize it. The reactants are: [Br:1][C:2]1[C:7]([OH:8])=[CH:6][CH:5]=[C:4]([CH3:9])[N+:3]=1[O-].C(OC(C(F)(F)F)=O)(C(F)(F)F)=[O:12]. (8) Given the product [Cl:8][C:4]1[CH:5]=[N:6][CH:7]=[C:2]([O:16][CH2:15][C:11]2[CH:12]=[N:13][CH:14]=[CH:9][CH:10]=2)[N:3]=1, predict the reactants needed to synthesize it. The reactants are: Cl[C:2]1[CH:7]=[N:6][CH:5]=[C:4]([Cl:8])[N:3]=1.[CH:9]1[CH:14]=[N:13][CH:12]=[C:11]([CH2:15][OH:16])[CH:10]=1.[H-].[Na+]. (9) Given the product [Br:29][CH2:8][C:6]1[O:7][C:3]([CH:2]=[O:1])=[CH:4][CH:5]=1, predict the reactants needed to synthesize it. The reactants are: [OH:1][CH2:2][C:3]1[O:7][C:6]([CH:8]=O)=[CH:5][CH:4]=1.C1(P(C2C=CC=CC=2)C2C=CC=CC=2)C=CC=CC=1.[Br:29]N1C(=O)CCC1=O. (10) Given the product [CH3:1][N:2]1[C:7]2[CH:8]=[CH:9][CH:10]=[C:11]([CH2:12][CH:13]3[CH2:18][CH2:17][N:16]([CH2:25][CH2:26][O:27][C:28]4[CH:37]=[CH:36][CH:35]=[C:34]5[C:29]=4[CH:30]=[N:31][C:32]([CH3:38])=[N:33]5)[CH2:15][CH2:14]3)[C:6]=2[O:5][CH2:4][C:3]1=[O:19], predict the reactants needed to synthesize it. The reactants are: [CH3:1][N:2]1[C:7]2[CH:8]=[CH:9][CH:10]=[C:11]([CH2:12][CH:13]3[CH2:18][CH2:17][NH:16][CH2:15][CH2:14]3)[C:6]=2[O:5][CH2:4][C:3]1=[O:19].CS(O[CH2:25][CH2:26][O:27][C:28]1[CH:37]=[CH:36][CH:35]=[C:34]2[C:29]=1[CH:30]=[N:31][C:32]([CH3:38])=[N:33]2)(=O)=O.